Regression. Given two drug SMILES strings and cell line genomic features, predict the synergy score measuring deviation from expected non-interaction effect. From a dataset of NCI-60 drug combinations with 297,098 pairs across 59 cell lines. (1) Synergy scores: CSS=21.7, Synergy_ZIP=-8.02, Synergy_Bliss=-9.20, Synergy_Loewe=-35.5, Synergy_HSA=-8.69. Cell line: HS 578T. Drug 2: CC1=C2C(C(=O)C3(C(CC4C(C3C(C(C2(C)C)(CC1OC(=O)C(C(C5=CC=CC=C5)NC(=O)OC(C)(C)C)O)O)OC(=O)C6=CC=CC=C6)(CO4)OC(=O)C)O)C)O. Drug 1: C1CCC(CC1)NC(=O)N(CCCl)N=O. (2) Drug 1: C(CC(=O)O)C(=O)CN.Cl. Drug 2: C(CCl)NC(=O)N(CCCl)N=O. Cell line: A549. Synergy scores: CSS=9.29, Synergy_ZIP=-2.85, Synergy_Bliss=3.86, Synergy_Loewe=0.404, Synergy_HSA=1.86. (3) Drug 1: CC(C1=C(C=CC(=C1Cl)F)Cl)OC2=C(N=CC(=C2)C3=CN(N=C3)C4CCNCC4)N. Drug 2: CCCCC(=O)OCC(=O)C1(CC(C2=C(C1)C(=C3C(=C2O)C(=O)C4=C(C3=O)C=CC=C4OC)O)OC5CC(C(C(O5)C)O)NC(=O)C(F)(F)F)O. Cell line: SF-295. Synergy scores: CSS=18.9, Synergy_ZIP=-0.00917, Synergy_Bliss=3.91, Synergy_Loewe=1.53, Synergy_HSA=5.37. (4) Synergy scores: CSS=2.54, Synergy_ZIP=-2.64, Synergy_Bliss=-0.805, Synergy_Loewe=0.639, Synergy_HSA=0.869. Drug 2: C1C(C(OC1N2C=NC(=NC2=O)N)CO)O. Drug 1: C1=CN(C(=O)N=C1N)C2C(C(C(O2)CO)O)O.Cl. Cell line: NCI-H226. (5) Drug 1: CCN(CC)CCNC(=O)C1=C(NC(=C1C)C=C2C3=C(C=CC(=C3)F)NC2=O)C. Drug 2: CN1C2=C(C=C(C=C2)N(CCCl)CCCl)N=C1CCCC(=O)O.Cl. Cell line: NCIH23. Synergy scores: CSS=9.52, Synergy_ZIP=-3.11, Synergy_Bliss=-1.95, Synergy_Loewe=2.23, Synergy_HSA=-3.03. (6) Drug 1: C1CC(=O)NC(=O)C1N2C(=O)C3=CC=CC=C3C2=O. Drug 2: C1C(C(OC1N2C=NC3=C2NC=NCC3O)CO)O. Cell line: SK-MEL-5. Synergy scores: CSS=3.08, Synergy_ZIP=-4.32, Synergy_Bliss=-4.88, Synergy_Loewe=-1.21, Synergy_HSA=-1.08.